This data is from Forward reaction prediction with 1.9M reactions from USPTO patents (1976-2016). The task is: Predict the product of the given reaction. (1) The product is: [C:29]([O:33][C:34]([N:19]1[C:20]2[C:25](=[CH:24][CH:23]=[C:22]([Cl:26])[CH:21]=2)/[C:17](=[CH:16]/[C:10]2[CH:11]=[C:12]([F:15])[CH:13]=[CH:14][C:9]=2[O:8][C:5]([C:4]([O:3][CH2:1][CH3:2])=[O:28])([CH3:7])[CH3:6])/[C:18]1=[O:27])=[O:35])([CH3:32])([CH3:31])[CH3:30]. Given the reactants [CH2:1]([O:3][C:4](=[O:28])[C:5]([O:8][C:9]1[CH:14]=[CH:13][C:12]([F:15])=[CH:11][C:10]=1/[CH:16]=[C:17]1\[C:18](=[O:27])[NH:19][C:20]2[C:25]\1=[CH:24][CH:23]=[C:22]([Cl:26])[CH:21]=2)([CH3:7])[CH3:6])[CH3:2].[C:29]([O:33][C:34](O[C:34]([O:33][C:29]([CH3:32])([CH3:31])[CH3:30])=[O:35])=[O:35])([CH3:32])([CH3:31])[CH3:30], predict the reaction product. (2) Given the reactants [CH2:1]([CH:8]1[C:14](=[O:15])[N:13]([CH3:16])[CH2:12][CH2:11][CH2:10][N:9]1C(OC(C)(C)C)=O)[C:2]1[CH:7]=[CH:6][CH:5]=[CH:4][CH:3]=1.[ClH:24], predict the reaction product. The product is: [ClH:24].[CH2:1]([CH:8]1[NH:9][CH2:10][CH2:11][CH2:12][N:13]([CH3:16])[C:14]1=[O:15])[C:2]1[CH:3]=[CH:4][CH:5]=[CH:6][CH:7]=1. (3) Given the reactants [Br:1][C:2]1[C:3]([OH:16])=[C:4]2[C:9](=[CH:10][CH:11]=1)[N:8](C(=O)C)[C@@H:7]([CH3:15])[CH2:6][CH2:5]2.[CH2:17]([N:20]1[C:24]2[CH:25]=[CH:26][CH:27]=[CH:28][C:23]=2[N:22]=[C:21]1Br)[CH:18]=[CH2:19].C(=O)([O-])[O-].[K+].[K+], predict the reaction product. The product is: [CH2:17]([N:20]1[C:24]2[CH:25]=[CH:26][CH:27]=[CH:28][C:23]=2[N:22]=[C:21]1[O:16][C:3]1[C:2]([Br:1])=[CH:11][CH:10]=[C:9]2[C:4]=1[CH2:5][CH2:6][C@H:7]([CH3:15])[NH:8]2)[CH:18]=[CH2:19]. (4) Given the reactants C([O:8][C:9]1[C:14](=[O:15])[N:13]=[C:12]([CH2:16][C:17]2([C:22]3[CH:27]=[CH:26][C:25]([Cl:28])=[CH:24][CH:23]=3)[CH2:21][CH2:20][CH2:19][CH2:18]2)[N:11]2[CH2:29][CH2:30][N:31]([CH:34]([C:36]3[CH:41]=[CH:40][CH:39]=[CH:38][CH:37]=3)[CH3:35])[C:32](=[O:33])[C:10]=12)C1C=CC=CC=1.Cl.C([O-])(O)=O.[Na+], predict the reaction product. The product is: [Cl:28][C:25]1[CH:26]=[CH:27][C:22]([C:17]2([CH2:16][C:12]3[N:11]4[CH2:29][CH2:30][N:31]([CH:34]([C:36]5[CH:37]=[CH:38][CH:39]=[CH:40][CH:41]=5)[CH3:35])[C:32](=[O:33])[C:10]4=[C:9]([OH:8])[C:14](=[O:15])[N:13]=3)[CH2:18][CH2:19][CH2:20][CH2:21]2)=[CH:23][CH:24]=1. (5) Given the reactants [C:1]([Cl:5])(Cl)(Cl)[Cl:2].C1(P(C2C=CC=CC=2)C2C=CC=CC=2)C=CC=CC=1.[Cl:25][C:26]1[C:31]([O:32][C:33]2[CH:38]=[CH:37][C:36]([O:39][CH3:40])=[CH:35][CH:34]=2)=[CH:30][C:29]([C:41](=O)[C:42]([O:44][CH2:45][CH3:46])=[O:43])=[C:28]([F:48])[CH:27]=1, predict the reaction product. The product is: [Cl:2][C:1]([Cl:5])=[C:41]([C:29]1[CH:30]=[C:31]([O:32][C:33]2[CH:38]=[CH:37][C:36]([O:39][CH3:40])=[CH:35][CH:34]=2)[C:26]([Cl:25])=[CH:27][C:28]=1[F:48])[C:42]([O:44][CH2:45][CH3:46])=[O:43]. (6) Given the reactants [CH3:1][O:2][C:3](=[O:24])[C@@H:4]([NH:15][C:16]([O:18][CH:19]1[CH2:23][CH2:22][CH2:21][CH2:20]1)=[O:17])[CH2:5][CH2:6][CH2:7][CH2:8][CH2:9][CH2:10][CH2:11][N:12]=[N+]=[N-], predict the reaction product. The product is: [CH3:1][O:2][C:3](=[O:24])[C@@H:4]([NH:15][C:16]([O:18][CH:19]1[CH2:23][CH2:22][CH2:21][CH2:20]1)=[O:17])[CH2:5][CH2:6][CH2:7][CH2:8][CH2:9][CH2:10][CH2:11][NH2:12]. (7) Given the reactants [NH2:1][C:2]1[N:6]([C@H:7]([C:9]2[CH:14]=[C:13]([Cl:15])[C:12]([F:16])=[C:11]([C@H:17]3[CH2:21][C:20](=[O:22])[NH:19][CH2:18]3)[C:10]=2[O:23][CH2:24][CH3:25])[CH3:8])[N:5]=[C:4]([CH3:26])[C:3]=1[C:27]#[N:28].C(O)(=O)C.[CH:33](N)=[NH:34].C(O)CO.C(OCC)(=O)C, predict the reaction product. The product is: [NH2:28][C:27]1[N:34]=[CH:33][N:1]=[C:2]2[N:6]([C@H:7]([C:9]3[C:10]([O:23][CH2:24][CH3:25])=[C:11]([C@@H:17]4[CH2:18][NH:19][C:20](=[O:22])[CH2:21]4)[C:12]([F:16])=[C:13]([Cl:15])[CH:14]=3)[CH3:8])[N:5]=[C:4]([CH3:26])[C:3]=12.